Dataset: Rat liver microsome stability data. Task: Regression/Classification. Given a drug SMILES string, predict its absorption, distribution, metabolism, or excretion properties. Task type varies by dataset: regression for continuous measurements (e.g., permeability, clearance, half-life) or binary classification for categorical outcomes (e.g., BBB penetration, CYP inhibition). Dataset: rlm. (1) The compound is C[C@]1(C(=O)N2CC[C@@]3(S(=O)(=O)c4ccc(F)cc4)c4ccc(C(F)(C(F)(F)F)C(F)(F)F)cc4CC[C@@H]23)CC[C@H](C(=O)O)CC1. The result is 0 (unstable in rat liver microsomes). (2) The drug is COc1ccc2c(c1)[C@]1(C[C@H]1c1ccc3c(C=Cc4ccc(CN5CCOCC5)cc4)[nH]nc3c1)C(=O)N2. The result is 1 (stable in rat liver microsomes). (3) The molecule is CC(C)(C)n1nc(Cc2cccc(Cl)c2)c2c(N)ncnc21. The result is 1 (stable in rat liver microsomes). (4) The result is 0 (unstable in rat liver microsomes). The compound is CC(C)c1nc2c(C(=O)NCC3CCN(CCN4CCN(S(C)(=O)=O)CC4)CC3)cccc2[nH]1. (5) The drug is Cc1c(C(=O)Nc2cccc(C(F)(F)F)n2)nn(C)c1-c1ccc(F)cc1. The result is 0 (unstable in rat liver microsomes). (6) The drug is CC(C)c1cnc2c(C(F)(F)F)cccc2c1-c1cccc(-c2cccc(S(C)(=O)=O)c2)c1. The result is 0 (unstable in rat liver microsomes).